Dataset: Catalyst prediction with 721,799 reactions and 888 catalyst types from USPTO. Task: Predict which catalyst facilitates the given reaction. (1) Reactant: [F:1][C:2]([F:7])([F:6])[C:3]([OH:5])=[O:4].C([O:12][C:13](=[O:28])/[CH:14]=[C:15]1/[CH2:16][N:17](C(OC(C)(C)C)=O)[CH2:18][CH2:19][CH2:20]/1)(C)(C)C. Product: [F:1][C:2]([F:7])([F:6])[C:3]([OH:5])=[O:4].[NH:17]1[CH2:18][CH2:19][CH2:20]/[C:15](=[CH:14]\[C:13]([OH:28])=[O:12])/[CH2:16]1. The catalyst class is: 2. (2) Reactant: [Br:1][C:2]1[CH:7]=[CH:6][C:5]([S:8]([CH:11]2[CH2:16][CH2:15][NH:14][CH2:13][CH2:12]2)(=[O:10])=[O:9])=[CH:4][CH:3]=1.Br[CH2:18][C:19]([C:21]1[CH:26]=[CH:25][C:24]([F:27])=[CH:23][CH:22]=1)=[O:20].C(=O)([O-])[O-].[K+].[K+]. Product: [Br:1][C:2]1[CH:3]=[CH:4][C:5]([S:8]([CH:11]2[CH2:16][CH2:15][N:14]([CH2:18][C:19]([C:21]3[CH:26]=[CH:25][C:24]([F:27])=[CH:23][CH:22]=3)=[O:20])[CH2:13][CH2:12]2)(=[O:9])=[O:10])=[CH:6][CH:7]=1. The catalyst class is: 10. (3) Reactant: [Br:1][C:2]1[CH:9]=[CH:8][C:5]([CH:6]=O)=[CH:4][C:3]=1[CH3:10].Cl.[NH2:12][OH:13].C([O-])(=O)C.[Na+].O. Product: [Br:1][C:2]1[CH:9]=[CH:8][C:5]([CH:6]=[N:12][OH:13])=[CH:4][C:3]=1[CH3:10]. The catalyst class is: 8. (4) Reactant: O.[CH2:2]([O:9][C:10]([NH:12][C@@H:13]([CH2:21][C:22]1[CH:27]=[CH:26][C:25]([OH:28])=[CH:24][CH:23]=1)[C:14]([O:16][C:17]([CH3:20])([CH3:19])[CH3:18])=[O:15])=[O:11])[C:3]1[CH:8]=[CH:7][CH:6]=[CH:5][CH:4]=1.S([O-])([O-])(=O)=O.[Mg+2].C(N(C(C)C)C(C)C)C.[F:44][C:45]([F:64])([F:63])[S:46](N(C1C=CC=CC=1)[S:46]([C:45]([F:64])([F:63])[F:44])(=[O:48])=[O:47])(=[O:48])=[O:47].C([O-])(O)=O.[Na+]. Product: [CH2:2]([O:9][C:10]([NH:12][C@@H:13]([CH2:21][C:22]1[CH:23]=[CH:24][C:25]([O:28][S:46]([C:45]([F:64])([F:63])[F:44])(=[O:48])=[O:47])=[CH:26][CH:27]=1)[C:14]([O:16][C:17]([CH3:18])([CH3:20])[CH3:19])=[O:15])=[O:11])[C:3]1[CH:8]=[CH:7][CH:6]=[CH:5][CH:4]=1. The catalyst class is: 34. (5) Reactant: [N:1]([C@@H:4]1[C:9](=[O:10])[O:8][C@H:7]([C@@H:11]([OH:21])[CH2:12][O:13][Si:14]([C:17]([CH3:20])([CH3:19])[CH3:18])([CH3:16])[CH3:15])[C@@H:6]2[O:22][C:23]([CH3:26])([CH3:25])[O:24][C@H:5]12)=[N+:2]=[N-:3].CC(OI1(OC(C)=O)(OC(C)=O)OC(=O)C2C=CC=CC1=2)=O. Product: [N:1]([C@@H:4]1[C:9](=[O:10])[O:8][C@H:7]([C:11](=[O:21])[CH2:12][O:13][Si:14]([C:17]([CH3:18])([CH3:19])[CH3:20])([CH3:16])[CH3:15])[C@@H:6]2[O:22][C:23]([CH3:26])([CH3:25])[O:24][C@H:5]12)=[N+:2]=[N-:3]. The catalyst class is: 2. (6) Reactant: [C:1]([O:5][C:6]([N:8]1[CH2:13][CH2:12][CH:11]([OH:14])[CH2:10][CH2:9]1)=[O:7])([CH3:4])([CH3:3])[CH3:2].[H-].[Na+].Cl[C:18]1[C:23]([C:24](=[O:26])[CH3:25])=[C:22]([NH:27][C:28]2[CH:29]=[N:30][C:31]([S:34]([CH3:37])(=[O:36])=[O:35])=[CH:32][CH:33]=2)[N:21]=[CH:20][N:19]=1. Product: [C:1]([O:5][C:6]([N:8]1[CH2:13][CH2:12][CH:11]([O:14][C:18]2[C:23]([C:24](=[O:26])[CH3:25])=[C:22]([NH:27][C:28]3[CH:29]=[N:30][C:31]([S:34]([CH3:37])(=[O:35])=[O:36])=[CH:32][CH:33]=3)[N:21]=[CH:20][N:19]=2)[CH2:10][CH2:9]1)=[O:7])([CH3:4])([CH3:2])[CH3:3]. The catalyst class is: 80. (7) Reactant: [OH:1][C:2]1[CH:9]=[CH:8][C:7]([F:10])=[CH:6][C:3]=1[CH:4]=[O:5].C([O-])([O-])=O.[K+].[K+].[CH2:17]([O:19][CH:20]([O:23][CH2:24][CH3:25])[CH2:21]Br)[CH3:18]. Product: [CH2:17]([O:19][CH:20]([O:23][CH2:24][CH3:25])[CH2:21][O:1][C:2]1[CH:9]=[CH:8][C:7]([F:10])=[CH:6][C:3]=1[CH:4]=[O:5])[CH3:18]. The catalyst class is: 3. (8) Reactant: Cl[C:2]1[N:7]=[N:6][CH:5]=[C:4]([N:8]2[CH2:13][CH2:12][CH:11]([C:14]3[CH:21]=[CH:20][CH:19]=[CH:18][C:15]=3[C:16]#[N:17])[CH2:10][CH2:9]2)[C:3]=1[C:22]([F:25])([F:24])[F:23].C(=O)([O-])[O-].[K+].[K+].[NH2:32][NH2:33]. Product: [NH:32]([C:2]1[N:7]=[N:6][CH:5]=[C:4]([N:8]2[CH2:13][CH2:12][CH:11]([C:14]3[CH:21]=[CH:20][CH:19]=[CH:18][C:15]=3[C:16]#[N:17])[CH2:10][CH2:9]2)[C:3]=1[C:22]([F:25])([F:24])[F:23])[NH2:33]. The catalyst class is: 38.